Dataset: Full USPTO retrosynthesis dataset with 1.9M reactions from patents (1976-2016). Task: Predict the reactants needed to synthesize the given product. Given the product [Cl:1][C:2]1[CH:3]=[C:4]2[C:9](=[CH:10][C:11]=1[C:12]([N:63]1[CH2:68][CH2:67][CH:66]([C:69]([NH2:71])=[O:70])[CH2:65][CH2:64]1)=[O:14])[N:8]=[CH:7][N:6]=[C:5]2[NH:15][CH:16]([C:18]1[NH:22][C:21]2[CH:23]=[CH:24][C:25]([Cl:27])=[CH:26][C:20]=2[N:19]=1)[CH3:17], predict the reactants needed to synthesize it. The reactants are: [Cl:1][C:2]1[CH:3]=[C:4]2[C:9](=[CH:10][C:11]=1[C:12]([OH:14])=O)[N:8]=[CH:7][N:6]=[C:5]2[NH:15][CH:16]([C:18]1[NH:22][C:21]2[CH:23]=[CH:24][C:25]([Cl:27])=[CH:26][C:20]=2[N:19]=1)[CH3:17].FC1C(OC(N(C)C)=[N+](C)C)=C(F)C(F)=C(F)C=1F.F[P-](F)(F)(F)(F)F.C(N(C(C)C)CC)(C)C.[NH:63]1[CH2:68][CH2:67][CH:66]([C:69]([NH2:71])=[O:70])[CH2:65][CH2:64]1.